Dataset: Peptide-MHC class I binding affinity with 185,985 pairs from IEDB/IMGT. Task: Regression. Given a peptide amino acid sequence and an MHC pseudo amino acid sequence, predict their binding affinity value. This is MHC class I binding data. (1) The peptide sequence is VTSPLTGNNT. The MHC is HLA-A02:06 with pseudo-sequence HLA-A02:06. The binding affinity (normalized) is 0.210. (2) The peptide sequence is PLYRLSPKK. The MHC is HLA-A26:03 with pseudo-sequence HLA-A26:03. The binding affinity (normalized) is 0.0847. (3) The peptide sequence is VFLILCFTIK. The MHC is HLA-A68:01 with pseudo-sequence HLA-A68:01. The binding affinity (normalized) is 0.365.